From a dataset of NCI-60 drug combinations with 297,098 pairs across 59 cell lines. Regression. Given two drug SMILES strings and cell line genomic features, predict the synergy score measuring deviation from expected non-interaction effect. (1) Drug 1: CC12CCC3C(C1CCC2=O)CC(=C)C4=CC(=O)C=CC34C. Drug 2: CC1=CC=C(C=C1)C2=CC(=NN2C3=CC=C(C=C3)S(=O)(=O)N)C(F)(F)F. Cell line: A549. Synergy scores: CSS=20.9, Synergy_ZIP=-2.72, Synergy_Bliss=-2.71, Synergy_Loewe=-7.32, Synergy_HSA=-1.99. (2) Drug 1: C1=CC(=CC=C1CC(C(=O)O)N)N(CCCl)CCCl.Cl. Drug 2: B(C(CC(C)C)NC(=O)C(CC1=CC=CC=C1)NC(=O)C2=NC=CN=C2)(O)O. Cell line: MOLT-4. Synergy scores: CSS=30.1, Synergy_ZIP=-6.94, Synergy_Bliss=-15.1, Synergy_Loewe=-23.7, Synergy_HSA=-13.6. (3) Drug 1: C1CCC(CC1)NC(=O)N(CCCl)N=O. Drug 2: CC1C(C(CC(O1)OC2CC(OC(C2O)C)OC3=CC4=CC5=C(C(=O)C(C(C5)C(C(=O)C(C(C)O)O)OC)OC6CC(C(C(O6)C)O)OC7CC(C(C(O7)C)O)OC8CC(C(C(O8)C)O)(C)O)C(=C4C(=C3C)O)O)O)O. Cell line: UO-31. Synergy scores: CSS=11.4, Synergy_ZIP=-1.11, Synergy_Bliss=2.88, Synergy_Loewe=4.16, Synergy_HSA=3.96. (4) Drug 1: CN1CCC(CC1)COC2=C(C=C3C(=C2)N=CN=C3NC4=C(C=C(C=C4)Br)F)OC. Drug 2: CC1=CC2C(CCC3(C2CCC3(C(=O)C)OC(=O)C)C)C4(C1=CC(=O)CC4)C. Cell line: 786-0. Synergy scores: CSS=1.21, Synergy_ZIP=-1.08, Synergy_Bliss=-1.17, Synergy_Loewe=-9.85, Synergy_HSA=-2.63. (5) Drug 1: C(CCl)NC(=O)N(CCCl)N=O. Drug 2: CC1C(C(CC(O1)OC2CC(CC3=C2C(=C4C(=C3O)C(=O)C5=C(C4=O)C(=CC=C5)OC)O)(C(=O)CO)O)N)O.Cl. Cell line: OVCAR-4. Synergy scores: CSS=37.2, Synergy_ZIP=0.647, Synergy_Bliss=0.544, Synergy_Loewe=-14.9, Synergy_HSA=2.43.